The task is: Predict the reactants needed to synthesize the given product.. This data is from Full USPTO retrosynthesis dataset with 1.9M reactions from patents (1976-2016). (1) Given the product [I:3][C:4]1[CH:5]=[N:6][N:7]([CH2:9][CH2:10][CH2:11][CH2:12][CH2:13][CH2:14][CH2:15][CH3:16])[CH:8]=1, predict the reactants needed to synthesize it. The reactants are: [H-].[Na+].[I:3][C:4]1[CH:5]=[N:6][NH:7][CH:8]=1.[CH2:9](Br)[CH2:10][CH2:11][CH2:12][CH2:13][CH2:14][CH2:15][CH3:16].O. (2) Given the product [CH3:6][O:7][C:8]1[CH:16]=[CH:15][C:11]2[CH:12]=[C:13]([B:21]([OH:22])[OH:20])[O:14][C:10]=2[CH:9]=1, predict the reactants needed to synthesize it. The reactants are: [Li]CCCC.[CH3:6][O:7][C:8]1[CH:16]=[CH:15][C:11]2[CH:12]=[CH:13][O:14][C:10]=2[CH:9]=1.C([O:20][B:21](OC(C)C)[O:22]C(C)C)(C)C. (3) Given the product [CH3:1][O:2][C:3]1[CH:4]=[C:5]([CH:8]=[CH:9][CH:10]=1)[CH:6]=[CH:25][C:23]#[N:24], predict the reactants needed to synthesize it. The reactants are: [CH3:1][O:2][C:3]1[CH:4]=[C:5]([CH:8]=[CH:9][CH:10]=1)[CH:6]=O.C1(C)C=CC=CC=1.C([O-])(=O)C.[NH4+].[C:23]([CH2:25]C(O)=O)#[N:24]. (4) Given the product [CH3:1][NH:2][C:3]([C:5]1[CH:10]=[C:9]([O:11][C:12]2[CH:31]=[CH:30][C:15]3[N:16]=[C:17]([NH:19][CH2:20][C:21]4([C:27](=[O:28])[NH:34][CH3:33])[CH2:22][CH2:23][CH2:24][CH2:25][CH2:26]4)[O:18][C:14]=3[CH:13]=2)[CH:8]=[CH:7][N:6]=1)=[O:4], predict the reactants needed to synthesize it. The reactants are: [CH3:1][NH:2][C:3]([C:5]1[CH:10]=[C:9]([O:11][C:12]2[CH:31]=[CH:30][C:15]3[N:16]=[C:17]([NH:19][CH2:20][C:21]4([C:27](O)=[O:28])[CH2:26][CH2:25][CH2:24][CH2:23][CH2:22]4)[O:18][C:14]=3[CH:13]=2)[CH:8]=[CH:7][N:6]=1)=[O:4].C[CH2:33][N:34](C(C)C)C(C)C.F[P-](F)(F)(F)(F)F.CN(C(=[N+](C)C)ON1C2=NC=CC=C2N=N1)C.CN.C1COCC1.